From a dataset of Full USPTO retrosynthesis dataset with 1.9M reactions from patents (1976-2016). Predict the reactants needed to synthesize the given product. (1) Given the product [CH3:6][NH:8][CH:9]1[CH2:14][CH2:13][N:12]([CH:15]2[CH2:16][N:17]([CH3:19])[CH2:18]2)[CH2:11][CH2:10]1, predict the reactants needed to synthesize it. The reactants are: C(O[C:6]([NH:8][CH:9]1[CH2:14][CH2:13][N:12]([CH:15]2[CH2:18][N:17]([C:19](OC(C)(C)C)=O)[CH2:16]2)[CH2:11][CH2:10]1)=O)(C)(C)C.[H-].[Al+3].[Li+].[H-].[H-].[H-].O.[OH-].[Na+]. (2) Given the product [Cl:30][C:31]([F:35])([F:34])/[CH:32]=[CH:9]/[C:10]([N:12]1[CH2:13][CH2:14][N:15]([C:18]2[C:27]3[C:22](=[CH:23][CH:24]=[CH:25][CH:26]=3)[N:21]=[CH:20][CH:19]=2)[CH2:16][CH2:17]1)=[O:11].[Cl:30][C:31]([F:35])([F:34])/[CH:32]=[CH:9]\[C:10]([N:12]1[CH2:13][CH2:14][N:15]([C:18]2[C:27]3[C:22](=[CH:23][CH:24]=[CH:25][CH:26]=3)[N:21]=[CH:20][CH:19]=2)[CH2:16][CH2:17]1)=[O:11], predict the reactants needed to synthesize it. The reactants are: C(OP([CH2:9][C:10]([N:12]1[CH2:17][CH2:16][N:15]([C:18]2[C:27]3[C:22](=[CH:23][CH:24]=[CH:25][CH:26]=3)[N:21]=[CH:20][CH:19]=2)[CH2:14][CH2:13]1)=[O:11])(OCC)=O)C.[H-].[Na+].[Cl:30][C:31]([F:35])([F:34])[CH:32]=O.[OH-].[Na+].